This data is from Forward reaction prediction with 1.9M reactions from USPTO patents (1976-2016). The task is: Predict the product of the given reaction. (1) The product is: [CH2:1]([O:8][C:9]1[CH:18]=[C:17]2[C:12]([C:13]([Cl:23])=[N:14][CH:15]=[N:16]2)=[CH:11][C:10]=1[F:20])[C:2]1[CH:7]=[CH:6][CH:5]=[CH:4][CH:3]=1. Given the reactants [CH2:1]([O:8][C:9]1[CH:18]=[C:17]2[C:12]([C:13](=O)[N:14]=[CH:15][NH:16]2)=[CH:11][C:10]=1[F:20])[C:2]1[CH:7]=[CH:6][CH:5]=[CH:4][CH:3]=1.P(Cl)(Cl)([Cl:23])=O, predict the reaction product. (2) Given the reactants O[C:2]1[CH:9]=[C:8]([OH:10])[CH:7]=[C:6]([OH:11])[C:3]=1[CH:4]=[O:5].Br[CH2:13][CH2:14][CH2:15][CH2:16][CH2:17][CH2:18][CH2:19][CH2:20][CH2:21][CH2:22][CH2:23][CH2:24][CH2:25][CH2:26][CH2:27][CH3:28].[C:29]([O-:32])([O-])=O.[K+].[K+].C(Cl)(Cl)Cl, predict the reaction product. The product is: [CH2:13]([O:11][C:6]1[CH:7]=[C:8]([O:10][CH2:28][CH2:27][CH2:26][CH2:25][CH2:24][CH2:23][CH2:22][CH2:21][CH2:20][CH2:19][CH2:18][CH2:17][CH2:16][CH2:15][CH2:14][CH3:13])[CH:9]=[C:2]([O:32][CH2:29][CH2:27][CH2:26][CH2:25][CH2:24][CH2:23][CH2:22][CH2:21][CH2:20][CH2:19][CH2:18][CH2:17][CH2:16][CH2:15][CH2:14][CH3:13])[C:3]=1[CH:4]=[O:5])[CH2:14][CH2:15][CH2:16][CH2:17][CH2:18][CH2:19][CH2:20][CH2:21][CH2:22][CH2:23][CH2:24][CH2:25][CH2:26][CH2:27][CH3:28]. (3) Given the reactants [CH:1]([C:4]1[N:5]=[C:6]2[C:11]([C:12]([F:15])([F:14])[F:13])=[CH:10][CH:9]=[CH:8][N:7]2[C:16]=1[C:17]1[CH:18]=[C:19]([OH:23])[CH:20]=[CH:21][CH:22]=1)([CH3:3])[CH3:2].Br[C:25]1[CH:30]=[CH:29][CH:28]=[C:27]([S:31]([CH3:34])(=[O:33])=[O:32])[CH:26]=1.C(=O)([O-])[O-].[Cs+].[Cs+].Cl.CN(C)CC(O)=O, predict the reaction product. The product is: [CH:1]([C:4]1[N:5]=[C:6]2[C:11]([C:12]([F:15])([F:14])[F:13])=[CH:10][CH:9]=[CH:8][N:7]2[C:16]=1[C:17]1[CH:22]=[CH:21][CH:20]=[C:19]([O:23][C:25]2[CH:30]=[CH:29][CH:28]=[C:27]([S:31]([CH3:34])(=[O:33])=[O:32])[CH:26]=2)[CH:18]=1)([CH3:3])[CH3:2]. (4) The product is: [C:26]([C:25]1[CH:28]=[CH:29][C:22]([CH2:21][O:1][C:2]2[CH:3]=[CH:4][C:5]([O:6][CH2:7][C:8]([NH:10][CH3:11])=[O:9])=[CH:12][CH:13]=2)=[CH:23][CH:24]=1)#[N:27]. Given the reactants [OH:1][C:2]1[CH:13]=[CH:12][C:5]([O:6][CH2:7][C:8]([NH:10][CH3:11])=[O:9])=[CH:4][CH:3]=1.C(=O)([O-])[O-].[K+].[K+].Br[CH2:21][C:22]1[CH:29]=[CH:28][C:25]([C:26]#[N:27])=[CH:24][CH:23]=1.O, predict the reaction product. (5) Given the reactants Cl.[F:2][C:3]1[CH:8]=[CH:7][C:6]([CH:9]([C:17]2[CH:22]=[CH:21][C:20]([F:23])=[CH:19][CH:18]=2)[CH:10]2[C:15](=[O:16])[CH2:14][CH2:13][NH:12][CH2:11]2)=[CH:5][CH:4]=1.[C:24]([C:26]1[CH:27]=[C:28]([CH:31]=[CH:32][CH:33]=1)[CH2:29]Br)#[N:25].C(=O)([O-])[O-].[K+].[K+], predict the reaction product. The product is: [F:2][C:3]1[CH:8]=[CH:7][C:6]([CH:9]([C:17]2[CH:18]=[CH:19][C:20]([F:23])=[CH:21][CH:22]=2)[CH:10]2[C:15](=[O:16])[CH2:14][CH2:13][N:12]([CH2:29][C:28]3[CH:27]=[C:26]([CH:33]=[CH:32][CH:31]=3)[C:24]#[N:25])[CH2:11]2)=[CH:5][CH:4]=1.